From a dataset of Forward reaction prediction with 1.9M reactions from USPTO patents (1976-2016). Predict the product of the given reaction. (1) The product is: [CH3:1][O:2][C:3]1[CH:8]=[CH:7][CH:6]=[C:5]([O:9][CH3:10])[C:4]=1[CH:11]1[N:16]([CH2:17][C:18]2[CH:23]=[CH:22][C:21]([O:24][C:25]([F:27])([F:28])[F:26])=[CH:20][CH:19]=2)[C:15](=[O:29])[CH2:14][NH:13][CH2:12]1. Given the reactants [CH3:1][O:2][C:3]1[CH:8]=[CH:7][CH:6]=[C:5]([O:9][CH3:10])[C:4]=1[CH:11]1[N:16]([CH2:17][C:18]2[CH:23]=[CH:22][C:21]([O:24][C:25]([F:28])([F:27])[F:26])=[CH:20][CH:19]=2)[C:15](=[O:29])[CH2:14][N:13](C(OC(C)(C)C)=O)[CH2:12]1.Cl.O1CCOCC1, predict the reaction product. (2) Given the reactants [CH:1]([C:3]1[CH:18]=[CH:17][C:6]([O:7][CH2:8][C:9]2[CH:10]=[C:11]([CH:14]=[CH:15][CH:16]=2)[C:12]#[N:13])=[CH:5][CH:4]=1)=[O:2].C(=O)([O-])[O-:20].[K+].[K+].OO, predict the reaction product. The product is: [CH:1]([C:3]1[CH:4]=[CH:5][C:6]([O:7][CH2:8][C:9]2[CH:10]=[C:11]([CH:14]=[CH:15][CH:16]=2)[C:12]([NH2:13])=[O:20])=[CH:17][CH:18]=1)=[O:2]. (3) Given the reactants [C:1]([N:8]1[C:16]2[C:11](=[CH:12][C:13](B(O)O)=[CH:14][CH:15]=2)[CH:10]=[CH:9]1)([O:3][C:4]([CH3:7])(C)C)=[O:2].N1C=CC=CC=1.[C:26]([C:30]1[CH:34]=[C:33]([C:35]([O:37][CH2:38][CH3:39])=[O:36])[NH:32][N:31]=1)([CH3:29])([CH3:28])[CH3:27].B(O)O, predict the reaction product. The product is: [C:26]([C:30]1[CH:34]=[C:33]([C:35]([O:37][CH2:38][CH3:39])=[O:36])[N:32]([C:13]2[CH:12]=[C:11]3[C:16](=[CH:15][CH:14]=2)[N:8]([C:1]([O:3][CH2:4][CH3:7])=[O:2])[CH:9]=[CH:10]3)[N:31]=1)([CH3:29])([CH3:27])[CH3:28]. (4) Given the reactants N1C=CC=CC=1.[CH:7]1([C:12]2[CH:13]=[C:14]([CH:18]=[C:19]([O:21][CH3:22])[N:20]=2)[C:15]([NH2:17])=O)[CH2:11][CH2:10][CH2:9][CH2:8]1.FC(F)(F)C(OC(=O)C(F)(F)F)=O, predict the reaction product. The product is: [CH:7]1([C:12]2[CH:13]=[C:14]([CH:18]=[C:19]([O:21][CH3:22])[N:20]=2)[C:15]#[N:17])[CH2:8][CH2:9][CH2:10][CH2:11]1. (5) Given the reactants [Cl:1][C:2]1[CH:3]=[C:4]2[C:9](=[CH:10][CH:11]=1)[N:8]=[C:7]([O:12][CH3:13])[C:6]([NH:14][C:15](=[O:19])OCC)=[N:5]2.[Cl:20][C:21]1[CH:26]=[CH:25][CH:24]=[CH:23][C:22]=1[N:27]1[CH2:32][CH2:31][NH:30][CH2:29][CH2:28]1, predict the reaction product. The product is: [Cl:1][C:2]1[CH:3]=[C:4]2[C:9](=[CH:10][CH:11]=1)[N:8]=[C:7]([O:12][CH3:13])[C:6]([NH:14][C:15]([N:30]1[CH2:29][CH2:28][N:27]([C:22]3[CH:23]=[CH:24][CH:25]=[CH:26][C:21]=3[Cl:20])[CH2:32][CH2:31]1)=[O:19])=[N:5]2. (6) The product is: [Cl:8][C:9]1[N:10]=[C:11]([N:6]([CH3:7])[C:2]([CH3:5])([CH3:1])[CH2:3][OH:4])[CH:12]=[C:13]([Cl:15])[N:14]=1. Given the reactants [CH3:1][C:2]([NH:6][CH3:7])([CH3:5])[CH2:3][OH:4].[Cl:8][C:9]1[N:14]=[C:13]([Cl:15])[CH:12]=[C:11](Cl)[N:10]=1.C(N(CC)CC)C, predict the reaction product. (7) Given the reactants C([O:3][P:4]([C:9]1[CH:14]=[C:13]([Cl:15])[CH:12]=[CH:11][C:10]=1[O:16][CH2:17][C:18]([N:20]1[CH2:25][C@H:24]([CH3:26])[N:23]([CH2:27][C:28]2[CH:33]=[CH:32][C:31]([F:34])=[CH:30][CH:29]=2)[CH2:22][C@H:21]1[CH3:35])=[O:19])(=[O:8])[O:5]CC)C.Br[Si](C)(C)C, predict the reaction product. The product is: [Cl:15][C:13]1[CH:12]=[CH:11][C:10]([O:16][CH2:17][C:18]([N:20]2[CH2:25][C@H:24]([CH3:26])[N:23]([CH2:27][C:28]3[CH:29]=[CH:30][C:31]([F:34])=[CH:32][CH:33]=3)[CH2:22][C@H:21]2[CH3:35])=[O:19])=[C:9]([P:4](=[O:3])([OH:5])[OH:8])[CH:14]=1.